From a dataset of Forward reaction prediction with 1.9M reactions from USPTO patents (1976-2016). Predict the product of the given reaction. (1) Given the reactants [CH:1]1([C:4]2[NH:5][C:6]3[C:12](I)=[CH:11][C:10]([C:14]4[C:15]([CH3:20])=[N:16][O:17][C:18]=4[CH3:19])=[CH:9][C:7]=3[N:8]=2)[CH2:3][CH2:2]1.[CH3:21][C:22]1[S:23][C:24](B2OC(C)(C)C(C)(C)O2)=[C:25]([CH3:27])[N:26]=1.C1CCN2C(=NCCC2)CC1.CN(C=O)C, predict the reaction product. The product is: [CH:1]1([C:4]2[NH:8][C:7]3[CH:9]=[C:10]([C:14]4[C:15]([CH3:20])=[N:16][O:17][C:18]=4[CH3:19])[CH:11]=[C:12]([C:24]4[S:23][C:22]([CH3:21])=[N:26][C:25]=4[CH3:27])[C:6]=3[N:5]=2)[CH2:3][CH2:2]1. (2) Given the reactants [I:1][C:2]1[N:11]=[CH:10][C:9]2[CH2:8][CH2:7][C:6]3[C:12]([C:34]([NH2:36])=[O:35])=[N:13][N:14](C(C4C=CC=CC=4)(C4C=CC=CC=4)C4C=CC=CC=4)[C:5]=3[C:4]=2[N:3]=1.FC(F)(F)C(O)=O, predict the reaction product. The product is: [I:1][C:2]1[N:11]=[CH:10][C:9]2[CH2:8][CH2:7][C:6]3[C:12]([C:34]([NH2:36])=[O:35])=[N:13][NH:14][C:5]=3[C:4]=2[N:3]=1. (3) Given the reactants CI.[S:3]1[CH:7]=[CH:6][CH:5]=[C:4]1[C:8]1[NH:9][CH:10]=[C:11]([CH:13]=[O:14])[N:12]=1.[C:15](=O)([O-])[O-].[K+].[K+], predict the reaction product. The product is: [CH3:15][N:12]1[C:11]([CH:13]=[O:14])=[CH:10][N:9]=[C:8]1[C:4]1[S:3][CH:7]=[CH:6][CH:5]=1. (4) Given the reactants [CH3:1][O:2][C:3]1[N:8]=[CH:7][C:6]([C:9](=[O:18])/[CH:10]=[CH:11]/[C:12]2[S:16][CH:15]=[N:14][C:13]=2[CH3:17])=[CH:5][CH:4]=1.[Br:19][C:20]1[CH:25]=[CH:24][C:23](B(O)O)=[CH:22][CH:21]=1.C(=O)([O-])O.[Na+], predict the reaction product. The product is: [Br:19][C:20]1[CH:25]=[CH:24][C:23]([CH:11]([C:12]2[S:16][CH:15]=[N:14][C:13]=2[CH3:17])[CH2:10][C:9]([C:6]2[CH:7]=[N:8][C:3]([O:2][CH3:1])=[CH:4][CH:5]=2)=[O:18])=[CH:22][CH:21]=1. (5) Given the reactants [CH2:1]([O:4][N:5]([C@H:18]1[CH2:23][N:22]([C:24]([O:26][C:27]([CH3:30])([CH3:29])[CH3:28])=[O:25])[C@H:21]([C:31](O)=[O:32])[CH:20]=[C:19]1[CH:34]([CH3:36])[CH3:35])[S:6]([C:9]1[CH:14]=[CH:13][CH:12]=[CH:11][C:10]=1[N+:15]([O-:17])=[O:16])(=[O:8])=[O:7])[CH:2]=[CH2:3].C(O[N:41]([C@H]1CN(C(OC(C)(C)C)=O)[C@H](C(=O)N)C=C1C)S(C1C=CC=CC=1[N+]([O-])=O)(=O)=O)C=C, predict the reaction product. The product is: [CH2:1]([O:4][N:5]([C@H:18]1[CH2:23][N:22]([C:24]([O:26][C:27]([CH3:29])([CH3:28])[CH3:30])=[O:25])[C@H:21]([C:31](=[O:32])[NH2:41])[CH:20]=[C:19]1[CH:34]([CH3:36])[CH3:35])[S:6]([C:9]1[CH:14]=[CH:13][CH:12]=[CH:11][C:10]=1[N+:15]([O-:17])=[O:16])(=[O:7])=[O:8])[CH:2]=[CH2:3]. (6) Given the reactants C([O:3][C:4](=[O:23])[CH2:5][C:6]1[NH:11][C:10]2[CH:12]=[CH:13][C:14]([NH:16][S:17]([CH3:20])(=[O:19])=[O:18])=[CH:15][C:9]=2[S:8](=[O:22])(=[O:21])[CH:7]=1)C.[OH-].[Li+].Cl, predict the reaction product. The product is: [CH3:20][S:17]([NH:16][C:14]1[CH:13]=[CH:12][C:10]2[NH:11][C:6]([CH2:5][C:4]([OH:23])=[O:3])=[CH:7][S:8](=[O:21])(=[O:22])[C:9]=2[CH:15]=1)(=[O:18])=[O:19]. (7) Given the reactants Br[C:2]1[CH:7]=[CH:6][CH:5]=[C:4]([CH2:8][F:9])[N:3]=1.[CH2:10]([C:14]1[CH:23]=[N:22][C:21]2[C:16](=[CH:17][C:18]([F:25])=[C:19]([F:24])[CH:20]=2)[N:15]=1)[CH2:11][C:12]#[CH:13], predict the reaction product. The product is: [F:24][C:19]1[CH:20]=[C:21]2[C:16](=[CH:17][C:18]=1[F:25])[N:15]=[C:14]([CH2:10][CH2:11][C:12]#[C:13][C:2]1[CH:7]=[CH:6][CH:5]=[C:4]([CH2:8][F:9])[N:3]=1)[CH:23]=[N:22]2.